From a dataset of Catalyst prediction with 721,799 reactions and 888 catalyst types from USPTO. Predict which catalyst facilitates the given reaction. (1) Reactant: [CH3:1][N:2]1[C:6]([C:7]2[CH:8]=[N:9][NH:10][C:11]=2[NH2:12])=[CH:5][CH:4]=[N:3]1.[CH2:13]([O:15][C:16]1[CH:17]=[C:18]([C:23](=O)[CH2:24][C:25](OCC)=[O:26])[CH:19]=[CH:20][C:21]=1[F:22])[CH3:14].CC1C=CC(S(O)(=O)=O)=CC=1. Product: [CH2:13]([O:15][C:16]1[CH:17]=[C:18]([C:23]2[NH:12][C:11]3[N:10]([N:9]=[CH:8][C:7]=3[C:6]3[N:2]([CH3:1])[N:3]=[CH:4][CH:5]=3)[C:25](=[O:26])[CH:24]=2)[CH:19]=[CH:20][C:21]=1[F:22])[CH3:14]. The catalyst class is: 114. (2) Reactant: [CH2:1]([O:3][C:4](=[O:17])[NH:5][C:6]1[CH:15]=[CH:14][C:13]2[C:8](=[CH:9][CH:10]=[C:11]([F:16])[CH:12]=2)[CH:7]=1)[CH3:2].[Cl:18]N1C(=O)CCC1=O.Cl.O. Product: [CH2:1]([O:3][C:4](=[O:17])[NH:5][C:6]1[CH:15]=[CH:14][C:13]2[C:8](=[CH:9][CH:10]=[C:11]([F:16])[CH:12]=2)[C:7]=1[Cl:18])[CH3:2]. The catalyst class is: 15. (3) Product: [Cl:1][C:2]1[N:3]=[CH:4][C:5]([O:8][CH2:10][CH:11]2[CH2:16][CH2:15][N:14]([C:17]([O:19][C:20]([CH3:21])([CH3:23])[CH3:22])=[O:18])[CH2:13][CH2:12]2)=[CH:6][CH:7]=1. The catalyst class is: 1. Reactant: [Cl:1][C:2]1[CH:7]=[CH:6][C:5]([OH:8])=[CH:4][N:3]=1.O[CH2:10][CH:11]1[CH2:16][CH2:15][N:14]([C:17]([O:19][C:20]([CH3:23])([CH3:22])[CH3:21])=[O:18])[CH2:13][CH2:12]1.C1(P(C2C=CC=CC=2)C2C=CC=CC=2)C=CC=CC=1.N(C(N(C)C)=O)=NC(N(C)C)=O. (4) Reactant: [Cl:1][C:2]1[N:7]=[C:6]([NH:8][C:9]2[CH:10]=[C:11]([C:15]#[C:16][C:17]3[CH:22]=[C:21]([NH:23][C:24](=[O:30])[O:25][C:26]([CH3:29])([CH3:28])[CH3:27])[CH:20]=[CH:19][N:18]=3)[CH:12]=[CH:13][CH:14]=2)[C:5]([Cl:31])=[CH:4][N:3]=1. Product: [Cl:1][C:2]1[N:7]=[C:6]([NH:8][C:9]2[CH:10]=[C:11]([CH2:15][CH2:16][C:17]3[CH:22]=[C:21]([NH:23][C:24](=[O:30])[O:25][C:26]([CH3:27])([CH3:28])[CH3:29])[CH:20]=[CH:19][N:18]=3)[CH:12]=[CH:13][CH:14]=2)[C:5]([Cl:31])=[CH:4][N:3]=1. The catalyst class is: 541. (5) Reactant: [Br-].[CH2:2]([P+](C1C=CC=CC=1)(C1C=CC=CC=1)C1C=CC=CC=1)[C:3]1[CH:8]=[CH:7][CH:6]=[CH:5][CH:4]=1.C[Si]([N-][Si](C)(C)C)(C)C.[Na+].O=[C:39]1[CH2:44][C@H:43]([C:45]([O:47][CH3:48])=[O:46])[C@@H:42]([C:49]([N:51]2[CH2:56][CH2:55][N:54]([C:57]3[CH:62]=[CH:61][CH:60]=[CH:59][CH:58]=3)[CH2:53][CH2:52]2)=[O:50])[CH2:41][CH2:40]1. Product: [CH:2](=[C:39]1/[CH2:40][CH2:41][C@H:42]([C:49]([N:51]2[CH2:56][CH2:55][N:54]([C:57]3[CH:62]=[CH:61][CH:60]=[CH:59][CH:58]=3)[CH2:53][CH2:52]2)=[O:50])[C@@H:43]([C:45]([O:47][CH3:48])=[O:46])[CH2:44]/1)/[C:3]1[CH:8]=[CH:7][CH:6]=[CH:5][CH:4]=1. The catalyst class is: 1.